Predict which catalyst facilitates the given reaction. From a dataset of Catalyst prediction with 721,799 reactions and 888 catalyst types from USPTO. (1) Reactant: [CH3:1][N:2]1[C:6]([CH3:7])=[C:5]([C:8]([NH:10][C:11]2[CH:26]=[CH:25][C:14]([O:15][C:16]3[CH:21]=[CH:20][N:19]=[C:18](C(N)=O)[CH:17]=3)=[CH:13][C:12]=2[F:27])=[O:9])[C:4](=[O:28])[N:3]1[C:29]1[CH:34]=[CH:33][CH:32]=[CH:31][CH:30]=1.CC#[N:37].O.C(OI(C1C=CC=CC=1)OC(=O)C)(=O)C. Product: [NH2:37][C:18]1[CH:17]=[C:16]([O:15][C:14]2[CH:25]=[CH:26][C:11]([NH:10][C:8]([C:5]3[C:4](=[O:28])[N:3]([C:29]4[CH:30]=[CH:31][CH:32]=[CH:33][CH:34]=4)[N:2]([CH3:1])[C:6]=3[CH3:7])=[O:9])=[C:12]([F:27])[CH:13]=2)[CH:21]=[CH:20][N:19]=1. The catalyst class is: 25. (2) Reactant: Cl[C:2]1[N:7]=[N:6][C:5]([O:8][CH3:9])=[C:4]([NH:10][C:11]2[N:19]=[C:18]3[C:14]([N:15]([CH2:27][O:28][CH2:29][CH2:30][Si:31]([CH3:34])([CH3:33])[CH3:32])[C:16](=[O:26])[N:17]3[CH:20]3[CH2:25][CH2:24][O:23][CH2:22][CH2:21]3)=[CH:13][N:12]=2)[CH:3]=1. Product: [CH3:9][O:8][C:5]1[N:6]=[N:7][CH:2]=[CH:3][C:4]=1[NH:10][C:11]1[N:19]=[C:18]2[C:14]([N:15]([CH2:27][O:28][CH2:29][CH2:30][Si:31]([CH3:32])([CH3:34])[CH3:33])[C:16](=[O:26])[N:17]2[CH:20]2[CH2:21][CH2:22][O:23][CH2:24][CH2:25]2)=[CH:13][N:12]=1. The catalyst class is: 43.